Predict which catalyst facilitates the given reaction. From a dataset of Catalyst prediction with 721,799 reactions and 888 catalyst types from USPTO. (1) The catalyst class is: 14. Product: [ClH:26].[F:1][C:2]1[CH:3]=[CH:4][C:5]2[N:20]=[C:18]([NH2:19])[C:10]3[C:11]4[CH:17]=[CH:16][CH:15]=[CH:14][C:12]=4[S:13][C:9]=3[NH:8][C:6]=2[CH:7]=1. Reactant: [F:1][C:2]1[CH:3]=[CH:4][C:5]([N+:20]([O-])=O)=[C:6]([NH:8][C:9]2[S:13][C:12]3[CH:14]=[CH:15][CH:16]=[CH:17][C:11]=3[C:10]=2[C:18]#[N:19])[CH:7]=1.O.O.[Sn](Cl)[Cl:26].Cl. (2) Reactant: [NH2:1][C:2]1[CH:7]=[C:6]([C:8]([CH3:11])([CH3:10])[CH3:9])[CH:5]=[CH:4][C:3]=1[NH:12][C:13]([CH2:15][CH:16]1[CH2:19][CH:18]([C:20]([N:22]([O:24][CH3:25])[CH3:23])=[O:21])[CH2:17]1)=O. Product: [C:8]([C:6]1[CH:5]=[CH:4][C:3]2[NH:12][C:13]([CH2:15][CH:16]3[CH2:19][CH:18]([C:20]([N:22]([O:24][CH3:25])[CH3:23])=[O:21])[CH2:17]3)=[N:1][C:2]=2[CH:7]=1)([CH3:11])([CH3:10])[CH3:9]. The catalyst class is: 15. (3) The catalyst class is: 10. Product: [CH3:1][O:2][CH2:3][C:4]1[NH:5][CH:6]=[C:7]([CH3:9])[N:8]=1. Reactant: [CH3:1][O:2][CH2:3][C:4]1[NH:5][CH2:6][CH:7]([CH3:9])[N:8]=1.[Mn]([O-])(=O)(=O)=O.[K+].